From a dataset of Catalyst prediction with 721,799 reactions and 888 catalyst types from USPTO. Predict which catalyst facilitates the given reaction. (1) Reactant: [Cl:1][C:2]1[CH:32]=[CH:31][CH:30]=[C:29]([F:33])[C:3]=1[CH2:4][N:5]1[C:13]2[C:12](=[O:14])[N:11]([CH3:15])[C:10](=[O:16])[N:9]([CH3:17])[C:8]=2[N:7]=[C:6]1[N:18]1[CH2:23][CH2:22][CH2:21][CH:20]([C:24]([O:26]CC)=[O:25])[CH2:19]1.[Li+].[OH-]. Product: [Cl:1][C:2]1[CH:32]=[CH:31][CH:30]=[C:29]([F:33])[C:3]=1[CH2:4][N:5]1[C:13]2[C:12](=[O:14])[N:11]([CH3:15])[C:10](=[O:16])[N:9]([CH3:17])[C:8]=2[N:7]=[C:6]1[N:18]1[CH2:23][CH2:22][CH2:21][CH:20]([C:24]([OH:26])=[O:25])[CH2:19]1. The catalyst class is: 20. (2) Reactant: [CH3:1][S:2]([C:5]1[CH:10]=[CH:9][C:8]([C:11]2[CH:16]=[CH:15][C:14](B(O)O)=[CH:13][CH:12]=2)=[CH:7][CH:6]=1)(=[O:4])=[O:3].[F:20][C:21]1[C:29]2[N:28]=[C:27]([O:30][C@H:31]3[C@H:35]4[O:36][CH2:37][C@@H:38]([OH:39])[C@H:34]4[O:33][CH2:32]3)[NH:26][C:25]=2[CH:24]=[C:23]([F:40])[C:22]=1I.[O-]P([O-])([O-])=O.[K+].[K+].[K+]. Product: [F:20][C:21]1[C:29]2[N:28]=[C:27]([O:30][C@H:31]3[C@H:35]4[O:36][CH2:37][C@@H:38]([OH:39])[C@H:34]4[O:33][CH2:32]3)[NH:26][C:25]=2[CH:24]=[C:23]([F:40])[C:22]=1[C:14]1[CH:15]=[CH:16][C:11]([C:8]2[CH:9]=[CH:10][C:5]([S:2]([CH3:1])(=[O:4])=[O:3])=[CH:6][CH:7]=2)=[CH:12][CH:13]=1. The catalyst class is: 368. (3) Reactant: [N+:1]([C:4]1[CH:5]=[C:6]([NH:10][C:11]2[CH:16]=[CH:15][N:14]=[C:13]([C:17]3[NH:21][CH:20]=[C:19]([C:22]([O:24][CH3:25])=[O:23])[CH:18]=3)[CH:12]=2)[CH:7]=[CH:8][CH:9]=1)([O-])=O. Product: [NH2:1][C:4]1[CH:5]=[C:6]([NH:10][C:11]2[CH:16]=[CH:15][N:14]=[C:13]([C:17]3[NH:21][CH:20]=[C:19]([C:22]([O:24][CH3:25])=[O:23])[CH:18]=3)[CH:12]=2)[CH:7]=[CH:8][CH:9]=1. The catalyst class is: 871. (4) Reactant: Cl.[CH3:2][O:3][NH2:4].CS[C:7](=[N:11][C:12]1[CH:13]=[N:14][C:15]([Cl:18])=[CH:16][CH:17]=1)[NH:8][C:9]#[N:10].C([N:21](CC)CC)C. Product: [CH3:2][O:3][NH:4][N:8]([C:9]#[N:10])[C:7]([NH:11][C:12]1[CH:13]=[N:14][C:15]([Cl:18])=[CH:16][CH:17]=1)=[NH:21]. The catalyst class is: 40. (5) Reactant: [CH3:1][NH:2][C:3]1[C:8]([C:9](OCC)=[O:10])=[CH:7][N:6]=[C:5]([S:14][CH3:15])[N:4]=1.[H-].[H-].[H-].[H-].[Li+].[Al+3]. Product: [CH3:1][NH:2][C:3]1[C:8]([CH2:9][OH:10])=[CH:7][N:6]=[C:5]([S:14][CH3:15])[N:4]=1. The catalyst class is: 1. (6) Reactant: CN(P(N(C)C)N(C)C)C.Br[C:12](Br)([F:14])[F:13].[Cl:16][C:17]1[CH:18]=[C:19]([C:23]#[C:24][C:25]2[CH2:29][C:28]3([CH2:34][CH2:33][C:32](=O)[CH2:31][CH2:30]3)[O:27][N:26]=2)[CH:20]=[CH:21][CH:22]=1. Product: [Cl:16][C:17]1[CH:18]=[C:19]([C:23]#[C:24][C:25]2[CH2:29][C:28]3([CH2:34][CH2:33][C:32](=[C:12]([F:14])[F:13])[CH2:31][CH2:30]3)[O:27][N:26]=2)[CH:20]=[CH:21][CH:22]=1. The catalyst class is: 1.